This data is from Forward reaction prediction with 1.9M reactions from USPTO patents (1976-2016). The task is: Predict the product of the given reaction. (1) Given the reactants ClC(OC=O)C.C([N:14]1[CH2:18][CH2:17][C:16]([C:23]2[CH:28]=[CH:27][C:26]([Cl:29])=[CH:25][CH:24]=2)([C:19]([O:21]C)=[O:20])[CH2:15]1)C1C=CC=CC=1.[CH3:42][C:41]([O:40][C:38](O[C:38]([O:40][C:41]([CH3:44])([CH3:43])[CH3:42])=[O:39])=[O:39])([CH3:44])[CH3:43], predict the reaction product. The product is: [C:41]([O:40][C:38]([N:14]1[CH2:18][CH2:17][C:16]([C:23]2[CH:24]=[CH:25][C:26]([Cl:29])=[CH:27][CH:28]=2)([C:19]([OH:21])=[O:20])[CH2:15]1)=[O:39])([CH3:42])([CH3:43])[CH3:44]. (2) Given the reactants [NH:1]1[C:5]([C:6]2[CH:7]=[C:8]([CH:10]=[CH:11][CH:12]=2)[NH2:9])=[N:4][N:3]=[N:2]1.[NH:13]1[C:21]2[C:16](=[CH:17][C:18]([C:22](O)=[O:23])=[CH:19][CH:20]=2)[CH:15]=[CH:14]1, predict the reaction product. The product is: [NH:4]1[C:5]([C:6]2[CH:7]=[C:8]([NH:9][C:22]([C:18]3[CH:17]=[C:16]4[C:21](=[CH:20][CH:19]=3)[NH:13][CH:14]=[CH:15]4)=[O:23])[CH:10]=[CH:11][CH:12]=2)=[N:1][N:2]=[N:3]1. (3) Given the reactants [CH2:1]([C:4]1[S:5][C:6]2[C:15]3[CH:14]=[CH:13][C:12]([OH:16])=[CH:11][C:10]=3[N:9]=[CH:8][C:7]=2[N:17]=1)[CH2:2][CH3:3].C(=O)([O-])[O-].[Cs+].[Cs+].[Cl:24][CH2:25][CH2:26][O:27][CH2:28][CH2:29]I, predict the reaction product. The product is: [Cl:24][CH2:25][CH2:26][O:27][CH2:28][CH2:29][O:16][C:12]1[CH:13]=[CH:14][C:15]2[C:6]3[S:5][C:4]([CH2:1][CH2:2][CH3:3])=[N:17][C:7]=3[CH:8]=[N:9][C:10]=2[CH:11]=1. (4) Given the reactants [C:1]([Cl:6])(=O)[C:2](Cl)=[O:3].[C:7]([CH2:9][NH:10][CH:11]1[CH2:16][CH2:15][CH2:14][N:13]([C:17]([O:19][CH2:20][C:21]2[CH:26]=[CH:25][CH:24]=[CH:23][CH:22]=2)=[O:18])[CH2:12]1)#[N:8].C(N(CC)C(C)C)(C)C.[Cl:36]CCl, predict the reaction product. The product is: [Cl:6][C:1]1[C:2](=[O:3])[N:10]([CH:11]2[CH2:16][CH2:15][CH2:14][N:13]([C:17]([O:19][CH2:20][C:21]3[CH:22]=[CH:23][CH:24]=[CH:25][CH:26]=3)=[O:18])[CH2:12]2)[CH:9]=[C:7]([Cl:36])[N:8]=1. (5) Given the reactants [C:1]([O:5][C:6]([N:8]([C:16]1[C:21]([CH3:23])([CH3:22])[S:20](=[O:25])(=[O:24])[CH2:19][C@@:18]([CH2:36][F:37])([C:26]2[CH:31]=[C:30]([N+:32]([O-:34])=[O:33])[CH:29]=[CH:28][C:27]=2[F:35])[N:17]=1)[C:9](=[O:15])[O:10][C:11]([CH3:14])([CH3:13])[CH3:12])=[O:7])([CH3:4])([CH3:3])[CH3:2].C[Si]([N-][Si](C)(C)C)(C)C.[Li+].[CH2:48](Br)[CH:49]=[CH2:50], predict the reaction product. The product is: [CH2:50]([CH:19]1[C@@:18]([CH2:36][F:37])([C:26]2[CH:31]=[C:30]([N+:32]([O-:34])=[O:33])[CH:29]=[CH:28][C:27]=2[F:35])[N:17]=[C:16]([N:8]([C:6]([O:5][C:1]([CH3:2])([CH3:3])[CH3:4])=[O:7])[C:9](=[O:15])[O:10][C:11]([CH3:14])([CH3:12])[CH3:13])[C:21]([CH3:23])([CH3:22])[S:20]1(=[O:25])=[O:24])[CH:49]=[CH2:48].